From a dataset of Forward reaction prediction with 1.9M reactions from USPTO patents (1976-2016). Predict the product of the given reaction. (1) The product is: [CH2:19]([NH:26][C:27]([N:16]1[CH2:17][CH2:18][N:13]([S:10]([C:7]2[CH:8]=[CH:9][C:4]([N+:1]([O-:3])=[O:2])=[CH:5][CH:6]=2)(=[O:12])=[O:11])[CH2:14][CH2:15]1)=[O:28])[C:20]1[CH:25]=[CH:24][CH:23]=[CH:22][CH:21]=1. Given the reactants [N+:1]([C:4]1[CH:9]=[CH:8][C:7]([S:10]([N:13]2[CH2:18][CH2:17][NH:16][CH2:15][CH2:14]2)(=[O:12])=[O:11])=[CH:6][CH:5]=1)([O-:3])=[O:2].[CH2:19]([N:26]=[C:27]=[O:28])[C:20]1[CH:25]=[CH:24][CH:23]=[CH:22][CH:21]=1, predict the reaction product. (2) Given the reactants [ClH:1].O[C@H](COC1C=CC(C(C)(C)C)=CC=1)[CH2:4][NH:5]C(C)(C)CC1C=CC(OC)=CC=1.Cl.[OH:31][CH:32]([CH2:47][O:48][C:49]1[CH:54]=[CH:53][C:52](OC)=[CH:51][CH:50]=1)[CH2:33][NH:34][C:35]([CH3:46])([CH3:45])[CH2:36][C:37]1[CH:42]=[CH:41][C:40]([O:43][CH3:44])=[CH:39][CH:38]=1, predict the reaction product. The product is: [ClH:1].[OH:31][CH:32]([CH2:47][O:48][C:49]1[CH:50]=[CH:51][CH:52]=[C:53]([C:4]#[N:5])[CH:54]=1)[CH2:33][NH:34][C:35]([CH3:46])([CH3:45])[CH2:36][C:37]1[CH:38]=[CH:39][C:40]([O:43][CH3:44])=[CH:41][CH:42]=1. (3) Given the reactants [Li]CCCC.C(NC(C)C)(C)C.[F:13][C:14]1[CH:15]=[C:16]([CH:18]=[CH:19][CH:20]=1)[NH2:17].F[C:22]1[CH:30]=[C:29]([F:31])[C:28]([F:32])=[CH:27][C:23]=1[C:24]([OH:26])=[O:25], predict the reaction product. The product is: [F:13][C:14]1[CH:15]=[C:16]([CH:18]=[CH:19][CH:20]=1)[NH:17][C:22]1[CH:30]=[C:29]([F:31])[C:28]([F:32])=[CH:27][C:23]=1[C:24]([OH:26])=[O:25]. (4) Given the reactants [CH3:1][O:2][C:3]1[CH:31]=[CH:30][C:6]([C:7]([N:9]2[C:18]3[C:13](=[CH:14][CH:15]=[CH:16][CH:17]=3)[C@H:12]([N:19](C3C=CN=CC=3)C(=O)C)[CH2:11][C@@H:10]2[CH3:29])=[O:8])=[CH:5][CH:4]=1.FC1C=CC(C(Cl)=O)=CC=1, predict the reaction product. The product is: [CH3:1][O:2][C:3]1[CH:4]=[CH:5][C:6]([C:7]([N:9]2[C:18]3[C:13](=[CH:14][CH:15]=[CH:16][CH:17]=3)[C@H:12]([NH2:19])[CH2:11][C@@H:10]2[CH3:29])=[O:8])=[CH:30][CH:31]=1.